This data is from Experimentally validated miRNA-target interactions with 360,000+ pairs, plus equal number of negative samples. The task is: Binary Classification. Given a miRNA mature sequence and a target amino acid sequence, predict their likelihood of interaction. (1) The miRNA is hsa-miR-6722-3p with sequence UGCAGGGGUCGGGUGGGCCAGG. The protein sequence of the target gene is MPAFPTLDLDGKLGKMDRVVLGWTAVFWLTAMVEGLQVTVPDKKKVAMLFQPTVLRCHFSTSSHQPAVVQWKFKSYCQDRMGESLGMSSPRAQALSKRNLEWDPYLDCLDSRRTVRVVASKQGSTVTLGDFYRGREITIVHDADLQIGKLMWGDSGLYYCIITTPDDLEGKNEDSVELLVLGRTGLLADLLPSFAVEIMPEWVFVGLVILGIFLFFVLVGICWCQCCPHSCCCYVRCPCCPDSCCCPQALYEAGKAAKAGYPPSVSGVPGPYSIPSVPLGGAPSSGMLMDKPHPPPLAPS.... Result: 0 (no interaction). (2) The miRNA is mmu-miR-466i-3p with sequence AUACACACACACAUACACACUA. The protein sequence of the target gene is MLDGLKMEENFQSAIETSASFSSLLGRAVSPKSVCEGCQRVISDRFLLRLNDSFWHEQCVQCASCKEPLETTCFYRDKKLYCKYHYEKLFAVKCGGCFEAIAPNEFVMRAQKSVYHLSCFCCCVCERQLQKGDEFVLKEGQLLCKGDYEKERELLSLVSPAASDSGKSDDEESLCKSAHGAGKGASEDGKDHKRPKRPRTILTTQQRRAFKASFEVSSKPCRKVRETLAAETGLSVRVVQVWFQNQRAKMKKLARRQQQQQQDQQNTQRLTSAQTNGSGNAGMEGIMNPYTTLPTPQQLL.... Result: 1 (interaction). (3) The miRNA is hsa-miR-5703 with sequence AGGAGAAGUCGGGAAGGU. The protein sequence of the target gene is MSTRESFNPETYELDKSFRLTRFTELKGTGCKVPQDVLQKLLESLQENHFQEDEQFLGAVMPRLGIGMDTCVIPLRHGGLSLVQTTDYIYPIVDDPYMMGRIACANVLSDLYAMGVTECDNMLMLLGVSNKMTDRERDKVIPLIIQGFKDAAEEAGTSVTGGQTVLNPWIVLGGVATTVCQPNEFIMPDNAVPGDVLVLTKPLGTQVAVAVHQWLDIPEKWNKIKLVVTQEDVELAYQEAMMNMARLNRTAAGLMHTFNAHAATDITGFGILGHAQNLAKQQRNEVSFVIHNLPVLAKMA.... Result: 0 (no interaction). (4) The miRNA is mmu-miR-463-5p with sequence UACCUAAUUUGUUGUCCAUCAU. The protein sequence of the target gene is MGPLSAPPCTEHIKWKGLLVTASLLNFWNLPTTAQVTIEAQPPKVSEGKDVLLLVHNLPQNLTGYIWYKGQIRDLYHYITSYVVDGQIIIYGPAYSGRETAYSNASLLIQNVTREDAGSYTLHIIKRGDGTRGVTGYFTFTLYLETPKPSISSSNLNPREAMETVILTCDPETPDTSYQWWMNGQSLPMTHRFQLSETNRTLFLFGVTKYTAGPYECEIRNSGSASRSDPVTLNLLHGPDLPRIHPSYTNYRSGDNLYLSCFANSNPPAQYSWTINGKFQQSGQNLFIPQITTKHSGLYV.... Result: 0 (no interaction).